This data is from Reaction yield outcomes from USPTO patents with 853,638 reactions. The task is: Predict the reaction yield, written as a fraction of the theoretical maximum amount of product (1.0 means a 100% yield; for example, 0.34 means a 34% yield). (1) The reactants are [C:1]1([C:7](=O)[CH2:8][C:9]2[S:10][CH:11]=[CH:12][N:13]=2)[CH:6]=[CH:5][CH:4]=[CH:3][CH:2]=1.[CH2:15]([O:17][C:18]1[CH:19]=[C:20]([CH:23]=[C:24]([N+:27]([O-:29])=[O:28])[C:25]=1[OH:26])[CH:21]=O)[CH3:16].[NH2:30][C:31]([NH2:33])=[O:32].Cl. The catalyst is CCO.CO.CCOC(C)=O. The product is [CH2:15]([O:17][C:18]1[CH:19]=[C:20]([CH:21]2[C:8]([C:9]3[S:10][CH:11]=[CH:12][N:13]=3)=[C:7]([C:1]3[CH:6]=[CH:5][CH:4]=[CH:3][CH:2]=3)[NH:33][C:31](=[O:32])[NH:30]2)[CH:23]=[C:24]([N+:27]([O-:29])=[O:28])[C:25]=1[OH:26])[CH3:16]. The yield is 0.0340. (2) The reactants are [N+:1]([C:4]1[CH:5]=[C:6]([CH:22]=[CH:23][CH:24]=1)[CH2:7][C:8]1[N:17]2[N:18]=[C:19]([NH2:21])[N:20]=[C:16]2[C:15]2[CH:14]=[CH:13][CH:12]=[CH:11][C:10]=2[N:9]=1)([O-])=O. The catalyst is CN(C)C=O.[Pd]. The product is [NH2:1][C:4]1[CH:5]=[C:6]([CH:22]=[CH:23][CH:24]=1)[CH2:7][C:8]1[N:17]2[N:18]=[C:19]([NH2:21])[N:20]=[C:16]2[C:15]2[CH:14]=[CH:13][CH:12]=[CH:11][C:10]=2[N:9]=1. The yield is 0.670. (3) The product is [C:21]([O:24][CH2:25][C:26]1[C:27]([N:35]2[CH2:46][CH2:45][N:44]3[C:37](=[CH:38][C:39]4[CH2:40][C:41]([CH3:48])([CH3:47])[CH2:42][C:43]=43)[C:36]2=[O:49])=[N:28][CH:29]=[CH:30][C:31]=1[C:2]1[CH:3]=[C:4]([NH:10][C:11]2[CH:16]=[CH:15][N:14]=[C:13]([C:17]([OH:20])([CH3:19])[CH3:18])[N:12]=2)[C:5](=[O:9])[N:6]([CH3:8])[CH:7]=1)(=[O:23])[CH3:22]. The catalyst is C1C=CC(P(C2C=CC=CC=2)[C-]2C=CC=C2)=CC=1.C1C=CC(P(C2C=CC=CC=2)[C-]2C=CC=C2)=CC=1.Cl[Pd]Cl.[Fe+2].O1CCCC1. The reactants are Br[C:2]1[CH:3]=[C:4]([NH:10][C:11]2[CH:16]=[CH:15][N:14]=[C:13]([C:17]([OH:20])([CH3:19])[CH3:18])[N:12]=2)[C:5](=[O:9])[N:6]([CH3:8])[CH:7]=1.[C:21]([O:24][CH2:25][C:26]1[C:27]([N:35]2[CH2:46][CH2:45][N:44]3[C:37](=[CH:38][C:39]4[CH2:40][C:41]([CH3:48])([CH3:47])[CH2:42][C:43]=43)[C:36]2=[O:49])=[N:28][CH:29]=[CH:30][C:31]=1B(O)O)(=[O:23])[CH3:22].[O-]P([O-])([O-])=O.[K+].[K+].[K+].O. The yield is 0.540. (4) The reactants are [NH2:1][CH2:2][C:3]1[C:4]([F:23])=[C:5]([O:10][C:11]2[CH:12]=[C:13]([CH:16]=[C:17]([C:19]([F:22])([F:21])[F:20])[CH:18]=2)[C:14]#[N:15])[C:6]([Cl:9])=[CH:7][CH:8]=1.[Cl:24][C:25]1[N:26]=[C:27]([CH2:33][CH3:34])[NH:28][C:29]=1[C:30](O)=[O:31].CN(C(ON1N=NC2C=CC=NC1=2)=[N+](C)C)C.F[P-](F)(F)(F)(F)F.C(N(C(C)C)CC)(C)C. The catalyst is CN(C=O)C.C(OCC)(=O)C. The product is [Cl:24][C:25]1[N:26]=[C:27]([CH2:33][CH3:34])[NH:28][C:29]=1[C:30]([NH:1][CH2:2][C:3]1[CH:8]=[CH:7][C:6]([Cl:9])=[C:5]([O:10][C:11]2[CH:18]=[C:17]([C:19]([F:22])([F:20])[F:21])[CH:16]=[C:13]([C:14]#[N:15])[CH:12]=2)[C:4]=1[F:23])=[O:31]. The yield is 0.470. (5) The reactants are [CH2:1]([O:8][C:9]1[CH:14]=[CH:13][C:12]([C@@H:15]([O:38][Si](CC)(CC)CC)[CH2:16][NH:17][C@@H:18]([CH2:21][C:22]2[CH:27]=[CH:26][C:25]([O:28][C:29]3[N:34]4[CH:35]=[CH:36][N:37]=[C:33]4[CH:32]=[CH:31][CH:30]=3)=[CH:24][CH:23]=2)[CH2:19][OH:20])=[CH:11][C:10]=1[NH:46][S:47]([CH3:50])(=[O:49])=[O:48])[C:2]1[CH:7]=[CH:6][CH:5]=[CH:4][CH:3]=1.[F-].C([N+](CCCC)(CCCC)CCCC)CCC. The catalyst is O1CCCC1.C(OCC)(=O)C. The product is [CH2:1]([O:8][C:9]1[CH:14]=[CH:13][C:12]([C@@H:15]([OH:38])[CH2:16][NH:17][C@@H:18]([CH2:21][C:22]2[CH:27]=[CH:26][C:25]([O:28][C:29]3[N:34]4[CH:35]=[CH:36][N:37]=[C:33]4[CH:32]=[CH:31][CH:30]=3)=[CH:24][CH:23]=2)[CH2:19][OH:20])=[CH:11][C:10]=1[NH:46][S:47]([CH3:50])(=[O:48])=[O:49])[C:2]1[CH:7]=[CH:6][CH:5]=[CH:4][CH:3]=1. The yield is 0.640. (6) The reactants are [OH-:1].[Na+].[C:3]([O-])([OH:5])=[O:4].[Na+].[C:8](Cl)([C:10]1C=CC=CC=1)=[O:9].Cl.N1[CH:23]=[CH:22]C=CC=1. The catalyst is C1COCC1.CCOC(C)=O. The product is [C:8]([O:1][CH:23]1[CH2:22][O:5][CH2:3][O:4]1)(=[O:9])[CH3:10]. The yield is 0.380. (7) The product is [Cl:1][C:2]1[CH:3]=[C:4]([C:12]2[N:16]=[C:15]([C:17]3[CH:22]=[CH:21][C:20]([C@@H:23]4[CH2:25][C@H:24]4[C:26]([OH:28])=[O:27])=[CH:19][CH:18]=3)[O:14][N:13]=2)[CH:5]=[CH:6][C:7]=1[O:8][CH:9]([CH3:11])[CH3:10]. The yield is 0.590. The catalyst is C(O)C.Cl. The reactants are [Cl:1][C:2]1[CH:3]=[C:4]([C:12]2[N:16]=[C:15]([C:17]3[CH:22]=[CH:21][C:20]([C@H:23]4[CH2:25][C@@H:24]4[C:26]([O:28]C)=[O:27])=[CH:19][CH:18]=3)[O:14][N:13]=2)[CH:5]=[CH:6][C:7]=1[O:8][CH:9]([CH3:11])[CH3:10].[OH-].[Na+].C(O)(=O)C. (8) The reactants are [F:1][C:2]1[CH:3]=[C:4]([S:29]([NH2:32])(=[O:31])=[O:30])[CH:5]=[CH:6][C:7]=1[N:8]1[C:12]([CH2:13][C:14]2[CH:19]=[CH:18][CH:17]=[C:16]([CH3:20])[CH:15]=2)=[N:11][C:10]([CH2:21][NH:22][CH2:23][CH2:24][C:25]([F:28])([F:27])[F:26])=[N:9]1.C=O.[C:35]([BH3-])#N.[Na+].C(O)(=O)C. The catalyst is CO. The product is [F:1][C:2]1[CH:3]=[C:4]([S:29]([NH2:32])(=[O:30])=[O:31])[CH:5]=[CH:6][C:7]=1[N:8]1[C:12]([CH2:13][C:14]2[CH:19]=[CH:18][CH:17]=[C:16]([CH3:20])[CH:15]=2)=[N:11][C:10]([CH2:21][N:22]([CH3:35])[CH2:23][CH2:24][C:25]([F:28])([F:27])[F:26])=[N:9]1. The yield is 0.130. (9) The reactants are [CH3:1][CH:2]([C:8](=[O:10])[CH3:9])[C:3]([O:5][CH2:6][CH3:7])=[O:4].[CH:11]1(I)[CH2:15][CH2:14][CH2:13][CH2:12]1. No catalyst specified. The product is [CH:11]1([C:2]([CH3:1])([C:8](=[O:10])[CH3:9])[C:3]([O:5][CH2:6][CH3:7])=[O:4])[CH2:15][CH2:14][CH2:13][CH2:12]1. The yield is 0.320.